Dataset: NCI-60 drug combinations with 297,098 pairs across 59 cell lines. Task: Regression. Given two drug SMILES strings and cell line genomic features, predict the synergy score measuring deviation from expected non-interaction effect. (1) Drug 1: C(CCl)NC(=O)N(CCCl)N=O. Drug 2: CC1C(C(CC(O1)OC2CC(CC3=C2C(=C4C(=C3O)C(=O)C5=C(C4=O)C(=CC=C5)OC)O)(C(=O)CO)O)N)O.Cl. Cell line: DU-145. Synergy scores: CSS=31.6, Synergy_ZIP=-0.730, Synergy_Bliss=-1.56, Synergy_Loewe=-12.0, Synergy_HSA=-1.78. (2) Synergy scores: CSS=17.1, Synergy_ZIP=-3.09, Synergy_Bliss=0.234, Synergy_Loewe=-4.03, Synergy_HSA=0.961. Cell line: UO-31. Drug 2: C(CN)CNCCSP(=O)(O)O. Drug 1: CN(C)N=NC1=C(NC=N1)C(=O)N. (3) Drug 1: CC1C(C(CC(O1)OC2CC(CC3=C2C(=C4C(=C3O)C(=O)C5=C(C4=O)C(=CC=C5)OC)O)(C(=O)C)O)N)O.Cl. Synergy scores: CSS=42.0, Synergy_ZIP=3.55, Synergy_Bliss=5.88, Synergy_Loewe=-19.5, Synergy_HSA=5.42. Drug 2: CN1C2=C(C=C(C=C2)N(CCCl)CCCl)N=C1CCCC(=O)O.Cl. Cell line: ACHN.